This data is from Full USPTO retrosynthesis dataset with 1.9M reactions from patents (1976-2016). The task is: Predict the reactants needed to synthesize the given product. Given the product [CH2:21]([C:13]1([CH3:12])[CH2:14][C:15](=[O:17])[N:1]([C:2]2[CH:3]=[CH:4][C:5]([C:6]([O:8][CH3:9])=[O:7])=[CH:10][CH:11]=2)[C:18](=[O:20])[CH2:19]1)[CH3:23], predict the reactants needed to synthesize it. The reactants are: [NH2:1][C:2]1[CH:11]=[CH:10][C:5]([C:6]([O:8][CH3:9])=[O:7])=[CH:4][CH:3]=1.[CH3:12][C:13]1([CH3:21])[CH2:19][C:18](=[O:20])[O:17][C:15](=O)[CH2:14]1.N[C:23]1C=CC(C(OCC)=O)=CC=1.